This data is from Forward reaction prediction with 1.9M reactions from USPTO patents (1976-2016). The task is: Predict the product of the given reaction. Given the reactants [Si]([O:8][C@H:9]([C:33]1[CH:42]=[CH:41][C:40]([OH:43])=[C:39]2[C:34]=1[CH:35]=[CH:36][C:37](=[O:44])[NH:38]2)[CH2:10][NH:11][CH2:12][C:13]1([OH:32])[CH2:18][CH2:17][N:16]([CH2:19][CH2:20][O:21][CH2:22][CH2:23][C:24]2[CH:29]=[CH:28][CH:27]=[C:26]([Cl:30])[C:25]=2[Cl:31])[CH2:15][CH2:14]1)(C(C)(C)C)(C)C.F.F.F.C(N(CC)CC)C, predict the reaction product. The product is: [Cl:31][C:25]1[C:26]([Cl:30])=[CH:27][CH:28]=[CH:29][C:24]=1[CH2:23][CH2:22][O:21][CH2:20][CH2:19][N:16]1[CH2:17][CH2:18][C:13]([CH2:12][NH:11][CH2:10][C@@H:9]([C:33]2[CH:42]=[CH:41][C:40]([OH:43])=[C:39]3[C:34]=2[CH:35]=[CH:36][C:37](=[O:44])[NH:38]3)[OH:8])([OH:32])[CH2:14][CH2:15]1.